Dataset: Catalyst prediction with 721,799 reactions and 888 catalyst types from USPTO. Task: Predict which catalyst facilitates the given reaction. (1) Reactant: [CH2:1]([CH:8]1[CH2:13][CH2:12][C:11](=[CH:14][C:15]2[NH:19][C:18]3[CH:20]=[CH:21][CH:22]=[CH:23][C:17]=3[N:16]=2)[CH2:10][CH2:9]1)[C:2]1[CH:7]=[CH:6][CH:5]=[CH:4][CH:3]=1.B.C1C[O:28]CC1.[OH-].[Na+].OO. Product: [NH:19]1[C:18]2[CH:20]=[CH:21][CH:22]=[CH:23][C:17]=2[N:16]=[C:15]1[CH:14]([CH:11]1[CH2:10][CH2:9][CH:8]([CH2:1][C:2]2[CH:3]=[CH:4][CH:5]=[CH:6][CH:7]=2)[CH2:13][CH2:12]1)[OH:28]. The catalyst class is: 146. (2) Reactant: [CH2:1]1[CH2:8][O:7][S:4](=[O:6])(=[O:5])[CH2:3][CH2:2]1.[CH3:9][CH:10]([C:16]([CH3:18])=[O:17])[C:11]([O:13][CH2:14][CH3:15])=[O:12].C(O[K])(C)(C)C. Product: [CH2:14]([O:13][C:11]([C:10]([CH3:9])([C:16](=[O:17])[CH3:18])[CH2:8][CH2:1][CH2:2][CH2:3][S:4]([OH:7])(=[O:6])=[O:5])=[O:12])[CH3:15]. The catalyst class is: 107. (3) Reactant: [CH3:1][O:2][C:3]([C:5]1[CH:14]=[CH:13][C:12]2[C:7](=[CH:8][CH:9]=[C:10]([CH2:15][OH:16])[CH:11]=2)[CH:6]=1)=[O:4].N1C=CC=CC=1. Product: [CH3:1][O:2][C:3]([C:5]1[CH:14]=[CH:13][C:12]2[C:7](=[CH:8][CH:9]=[C:10]([CH:15]=[O:16])[CH:11]=2)[CH:6]=1)=[O:4]. The catalyst class is: 2. (4) Reactant: [CH3:1][N:2]1[CH2:7][CH2:6][CH:5]([N:8]2[CH:12]=[C:11]([N+:13]([O-])=O)[CH:10]=[N:9]2)[CH2:4][CH2:3]1. Product: [CH3:1][N:2]1[CH2:3][CH2:4][CH:5]([N:8]2[CH:12]=[C:11]([NH2:13])[CH:10]=[N:9]2)[CH2:6][CH2:7]1. The catalyst class is: 5. (5) Reactant: FC(F)(F)S(O[Si](C)(C)C)(=O)=O.[CH3:13][C:14]1[N:18]([CH2:19][C:20]([O:22][CH2:23][CH3:24])=[O:21])[C:17]2[CH2:25][CH2:26][O:27][CH2:28][C:16]=2[CH:15]=1.[N:29]1([S:34]([C:37]2[CH:44]=[CH:43][C:40]([CH:41]=O)=[CH:39][CH:38]=2)(=[O:36])=[O:35])[CH2:33][CH2:32][CH2:31][CH2:30]1.C([SiH](CC)CC)C. Product: [OH:27][CH2:26][CH2:25][C:17]1[N:18]([CH2:19][C:20]([O:22][CH2:23][CH3:24])=[O:21])[C:14]([CH3:13])=[C:15]([CH2:41][C:40]2[CH:43]=[CH:44][C:37]([S:34]([N:29]3[CH2:33][CH2:32][CH2:31][CH2:30]3)(=[O:36])=[O:35])=[CH:38][CH:39]=2)[C:16]=1[CH3:28]. The catalyst class is: 2.